Dataset: Full USPTO retrosynthesis dataset with 1.9M reactions from patents (1976-2016). Task: Predict the reactants needed to synthesize the given product. (1) Given the product [Cl:31][C:32]1[C:33]([F:48])=[C:34]([CH:45]=[CH:46][CH:47]=1)[CH2:35][NH:36][C:37]([C@@H:39]1[CH2:44][C@@H:43]2[C@@H:41]([CH2:42]2)[N:40]1[C:21](=[O:23])[CH2:20][N:13]1[C:14]2=[CH:15][N:16]=[CH:17][CH:18]=[C:19]2[C:11]([C:8]([NH2:9])=[O:10])=[N:12]1)=[O:38], predict the reactants needed to synthesize it. The reactants are: FC(F)(F)C(O)=O.[C:8]([C:11]1[C:19]2[C:14](=[CH:15][N:16]=[CH:17][CH:18]=2)[N:13]([CH2:20][C:21]([OH:23])=O)[N:12]=1)(=[O:10])[NH2:9].FC(F)(F)C(O)=O.[Cl:31][C:32]1[C:33]([F:48])=[C:34]([CH:45]=[CH:46][CH:47]=1)[CH2:35][NH:36][C:37]([C@@H:39]1[CH2:44][C@@H:43]2[C@@H:41]([CH2:42]2)[NH:40]1)=[O:38].CN(C(ON1N=NC2C=CC=CC1=2)=[N+](C)C)C.F[P-](F)(F)(F)(F)F.CCN(C(C)C)C(C)C. (2) The reactants are: [F:1][C:2]1[C:3]([CH2:8][C:9]#[N:10])=[N:4][CH:5]=[CH:6][CH:7]=1.[CH3:11][N:12]([CH:14]=O)[CH3:13].C[C:11]([N:12]([CH3:14])[CH3:13])=O. Given the product [CH3:11][N:12]([CH3:13])/[CH:14]=[C:8](/[C:3]1[C:2]([F:1])=[CH:7][CH:6]=[CH:5][N:4]=1)\[C:9]#[N:10], predict the reactants needed to synthesize it.